Task: Predict the reactants needed to synthesize the given product.. Dataset: Retrosynthesis with 50K atom-mapped reactions and 10 reaction types from USPTO Given the product CCC(F)(F)[C@]1(O)CC[C@H]2[C@@H]3CCC4=CC(=O)CCC4=C3[C@@H](c3ccc(C(C)=O)cc3)C[C@@]21C, predict the reactants needed to synthesize it. The reactants are: C=CC(F)(F)[C@]1(O)CC[C@H]2[C@@H]3CCC4=CC(=O)CCC4=C3[C@@H](c3ccc(C(C)=O)cc3)C[C@@]21C.